This data is from Full USPTO retrosynthesis dataset with 1.9M reactions from patents (1976-2016). The task is: Predict the reactants needed to synthesize the given product. Given the product [CH3:13][O:14][CH2:15][C:16]1[N:47]=[C:19]2[N:20]([CH:43]([CH3:46])[CH2:44][CH3:45])[C:21](=[O:42])[C:22]([CH2:27][C:28]3[CH:33]=[CH:32][C:31]([C:34]4[CH:39]=[CH:38][CH:37]=[CH:36][C:35]=4[C:40]4[NH:3][C:4](=[O:7])[O:5][N:41]=4)=[CH:30][CH:29]=3)=[C:23]([CH2:24][CH2:25][CH3:26])[N:18]2[N:17]=1, predict the reactants needed to synthesize it. The reactants are: [Cl-].O[NH3+:3].[C:4](=[O:7])([O-])[OH:5].[Na+].CS(C)=O.[CH3:13][O:14][CH2:15][C:16]1[N:47]=[C:19]2[N:20]([CH:43]([CH3:46])[CH2:44][CH3:45])[C:21](=[O:42])[C:22]([CH2:27][C:28]3[CH:33]=[CH:32][C:31]([C:34]4[C:35]([C:40]#[N:41])=[CH:36][CH:37]=[CH:38][CH:39]=4)=[CH:30][CH:29]=3)=[C:23]([CH2:24][CH2:25][CH3:26])[N:18]2[N:17]=1.